Dataset: Reaction yield outcomes from USPTO patents with 853,638 reactions. Task: Predict the reaction yield, written as a fraction of the theoretical maximum amount of product (1.0 means a 100% yield; for example, 0.34 means a 34% yield). (1) The reactants are Br.[Br:2][CH2:3][CH2:4][CH2:5][NH2:6].C(N(CC)CC)C.[F:14][C:15]([F:26])([F:25])[C:16](O[C:16](=[O:17])[C:15]([F:26])([F:25])[F:14])=[O:17]. The catalyst is C(Cl)Cl. The product is [Br:2][CH2:3][CH2:4][CH2:5][NH:6][C:16](=[O:17])[C:15]([F:26])([F:25])[F:14]. The yield is 0.885. (2) The reactants are [C:1]([O:5][C:6]([N:8]([O:30][CH2:31][CH2:32][CH3:33])[C:9]([N:11]([C:23]([O:25][C:26]([CH3:29])([CH3:28])[CH3:27])=[O:24])[NH:12]C(OCC1C=CC=CC=1)=O)=[NH:10])=[O:7])([CH3:4])([CH3:3])[CH3:2]. The catalyst is C(O)C.O1CCCC1.[Pd]. The product is [C:1]([O:5][C:6]([N:8]([O:30][CH2:31][CH2:32][CH3:33])[C:9]([N:11]([C:23]([O:25][C:26]([CH3:29])([CH3:28])[CH3:27])=[O:24])[NH2:12])=[NH:10])=[O:7])([CH3:4])([CH3:3])[CH3:2]. The yield is 0.280. (3) The product is [C:24]([NH:23][C:20]1[N:21]=[CH:22][C:17]([NH:16][C:12]2[N:11]=[C:10]([C:5]3[CH:6]=[CH:7][C:8]([N:27]4[CH2:32][CH2:31][CH:30]([C:33]([NH2:35])=[O:34])[CH2:29][CH2:28]4)=[C:3]([C:1]#[N:2])[CH:4]=3)[CH:15]=[CH:14][N:13]=2)=[CH:18][CH:19]=1)(=[O:26])[CH3:25]. The yield is 0.290. The reactants are [C:1]([C:3]1[CH:4]=[C:5]([C:10]2[CH:15]=[CH:14][N:13]=[C:12]([NH:16][C:17]3[CH:18]=[CH:19][C:20]([NH:23][C:24](=[O:26])[CH3:25])=[N:21][CH:22]=3)[N:11]=2)[CH:6]=[CH:7][C:8]=1F)#[N:2].[NH:27]1[CH2:32][CH2:31][CH:30]([C:33]([NH2:35])=[O:34])[CH2:29][CH2:28]1. The catalyst is C(O)CCC. (4) The reactants are [Cl:1][C:2]1[CH:3]=[C:4]([CH:23]=[CH:24][C:25]=1[Cl:26])[CH2:5][CH:6]1[C:15]2[C:10](=[CH:11][CH:12]=[C:13]([O:16]C)[CH:14]=2)[CH2:9][CH2:8][CH:7]1[N:18]1[CH2:22][CH2:21][CH2:20][CH2:19]1.B(Br)(Br)Br. The catalyst is C(Cl)Cl.C(OCC)(=O)C. The product is [Cl:1][C:2]1[CH:3]=[C:4]([CH:23]=[CH:24][C:25]=1[Cl:26])[CH2:5][CH:6]1[C:15]2[CH:14]=[C:13]([OH:16])[CH:12]=[CH:11][C:10]=2[CH2:9][CH2:8][CH:7]1[N:18]1[CH2:19][CH2:20][CH2:21][CH2:22]1. The yield is 0.780. (5) The reactants are [CH3:1][O:2][C:3]1[CH:8]=[CH:7][C:6]([C:9]2[N:10]([NH2:15])[CH:11]=[CH:12][C:13]=2[CH3:14])=[C:5]([CH3:16])[CH:4]=1.CCO/[C:20](/[CH3:27])=[CH:21]/[C:22](OCC)=[O:23]. The catalyst is C(Cl)(Cl)Cl.C1(C)C=CC(S(O)(=O)=O)=CC=1. The product is [CH3:1][O:2][C:3]1[CH:8]=[CH:7][C:6]([C:9]2[N:10]3[N:15]=[C:20]([CH3:27])[CH:21]=[C:22]([OH:23])[C:11]3=[CH:12][C:13]=2[CH3:14])=[C:5]([CH3:16])[CH:4]=1. The yield is 0.650. (6) The reactants are [Cl:1][C:2]1[N:7]=[C:6]([CH2:8][C:9]([C:11]2[C:12]([F:29])=[C:13]([NH:17][S:18]([C:21]3[C:26]([F:27])=[CH:25][CH:24]=[CH:23][C:22]=3[F:28])(=[O:20])=[O:19])[CH:14]=[CH:15][CH:16]=2)=O)[CH:5]=[CH:4][N:3]=1.CN(C=O)C.C1C(=O)N(Br)C(=O)C1.[CH3:43][CH:44]([CH3:48])[C:45](=[S:47])[NH2:46]. The catalyst is CCOC(C)=O. The product is [Cl:1][C:2]1[N:7]=[C:6]([C:8]2[S:47][C:45]([CH:44]([CH3:48])[CH3:43])=[N:46][C:9]=2[C:11]2[C:12]([F:29])=[C:13]([NH:17][S:18]([C:21]3[C:26]([F:27])=[CH:25][CH:24]=[CH:23][C:22]=3[F:28])(=[O:20])=[O:19])[CH:14]=[CH:15][CH:16]=2)[CH:5]=[CH:4][N:3]=1. The yield is 0.450. (7) The reactants are C(C1C=C(C(C)C)C=C(C(C)C)C=1S(Cl)(=O)=O)(C)C.[Si]([C@@:27]1([OH:68])[C@@H:31]([CH2:32][O:33][Si](C(C)(C)C)(C)C)[O:30][C@@H:29]([N:41]2[CH:48]=[C:47]([CH2:49][O:50][C@H:51]([C:56]3[CH:61]=[C:60]([O:62][CH3:63])[C:59]([I:64])=[CH:58][C:57]=3[N+:65]([O-:67])=[O:66])[C:52]([CH3:55])([CH3:54])[CH3:53])[C:45](=O)[NH:44][C:42]2=[O:43])[CH2:28]1)(C(C)(C)C)(C)C.C([N:71](CC)CC)C.[N+](CCCC)(CCCC)(CCCC)CCCC.[F-]. The catalyst is CN(C1C=CN=CC=1)C.C(Cl)Cl. The product is [I:64][C:59]1[C:60]([O:62][CH3:63])=[CH:61][C:56]([C@@H:51]([O:50][CH2:49][C:47]2[C:45]([NH2:71])=[N:44][C:42](=[O:43])[N:41]([CH:48]=2)[C@@H:29]2[O:30][C@H:31]([CH2:32][OH:33])[C@@H:27]([OH:68])[CH2:28]2)[C:52]([CH3:54])([CH3:55])[CH3:53])=[C:57]([N+:65]([O-:67])=[O:66])[CH:58]=1. The yield is 0.830. (8) The reactants are C(OC(=O)[NH:7][C@H:8]([C:20](=[O:30])[NH:21][CH2:22][CH2:23][C:24]1[CH:29]=[CH:28][CH:27]=[CH:26][CH:25]=1)[CH2:9][C:10]1[CH:19]=[CH:18][C:17]2[C:12](=[CH:13][CH:14]=[CH:15][CH:16]=2)[CH:11]=1)(C)(C)C.[ClH:32]. The catalyst is O1CCOCC1. The product is [ClH:32].[NH2:7][C@@H:8]([CH2:9][C:10]1[CH:19]=[CH:18][C:17]2[C:12](=[CH:13][CH:14]=[CH:15][CH:16]=2)[CH:11]=1)[C:20]([NH:21][CH2:22][CH2:23][C:24]1[CH:25]=[CH:26][CH:27]=[CH:28][CH:29]=1)=[O:30]. The yield is 0.950.